From a dataset of Forward reaction prediction with 1.9M reactions from USPTO patents (1976-2016). Predict the product of the given reaction. (1) Given the reactants Br[C:2]1[CH:7]=[CH:6][C:5]([C:8]2[O:9][CH2:10][C:11]([CH3:14])([CH3:13])[N:12]=2)=[CH:4][CH:3]=1.[C:15]([N:19]1[C:23]([CH:24]([CH3:26])[CH3:25])=[CH:22][C:21]([CH:27]=[O:28])=[N:20]1)([CH3:18])([CH3:17])[CH3:16].[Cl-].[NH4+].C(OCC)(=O)C.CCCCCC, predict the reaction product. The product is: [C:15]([N:19]1[C:23]([CH:24]([CH3:25])[CH3:26])=[CH:22][C:21]([CH:27]([OH:28])[C:2]2[CH:7]=[CH:6][C:5]([C:8]3[O:9][CH2:10][C:11]([CH3:14])([CH3:13])[N:12]=3)=[CH:4][CH:3]=2)=[N:20]1)([CH3:17])([CH3:18])[CH3:16]. (2) Given the reactants [OH:1][CH2:2][C@@H:3]1[CH2:5][C@H:4]1[CH2:6][C:7]([OH:9])=[O:8].[CH2:10](Br)[C:11]1[CH:16]=[CH:15][CH:14]=[CH:13][CH:12]=1.C(=O)([O-])[O-].[K+].[K+].CN(C=O)C, predict the reaction product. The product is: [OH:1][CH2:2][C@@H:3]1[CH2:5][C@H:4]1[CH2:6][C:7]([O:9][CH2:10][C:11]1[CH:16]=[CH:15][CH:14]=[CH:13][CH:12]=1)=[O:8]. (3) The product is: [CH3:28][O:27][C:25]([C:16]1[C:17]2[CH2:18][CH2:19][CH2:20][CH2:21][C:22]=2[CH:23]=[CH:24][C:15]=1[NH:14][S:11]([C:6]1[CH:7]=[CH:8][CH:9]=[CH:10][C:5]=1[C:3]([OH:4])=[O:2])(=[O:13])=[O:12])=[O:26]. Given the reactants C[O:2][C:3]([C:5]1[CH:10]=[CH:9][CH:8]=[CH:7][C:6]=1[S:11]([NH:14][C:15]1[CH:24]=[CH:23][C:22]2[CH2:21][CH2:20][CH2:19][CH2:18][C:17]=2[C:16]=1[C:25]([O:27][CH3:28])=[O:26])(=[O:13])=[O:12])=[O:4].O.O.[OH-].[Li+].Cl, predict the reaction product. (4) Given the reactants [Cl:1][C:2]1[CH:7]=[CH:6][CH:5]=[CH:4][C:3]=1[C:8]1[C:17]([C:18]#N)=[CH:16][C:15]2[C:10](=[CH:11][C:12]([F:20])=[CH:13][CH:14]=2)[N:9]=1.C1(C)C=CC=CC=1.CC(C[AlH]CC(C)C)C.Cl.C([O-])(=[O:40])C.[K+], predict the reaction product. The product is: [Cl:1][C:2]1[CH:7]=[CH:6][CH:5]=[CH:4][C:3]=1[C:8]1[C:17]([CH:18]=[O:40])=[CH:16][C:15]2[C:10](=[CH:11][C:12]([F:20])=[CH:13][CH:14]=2)[N:9]=1. (5) The product is: [CH2:1]([N:8]1[C:17]2[C:12](=[CH:13][C:14]([C:18]3[CH:19]=[CH:20][C:21]([F:24])=[CH:22][CH:23]=3)=[CH:15][CH:16]=2)[CH2:11][C:10]([CH3:25])([NH2:26])[C:9]1=[O:37])[C:2]1[CH:7]=[CH:6][CH:5]=[CH:4][CH:3]=1. Given the reactants [CH2:1]([N:8]1[C:17]2[C:12](=[CH:13][C:14]([C:18]3[CH:23]=[CH:22][C:21]([F:24])=[CH:20][CH:19]=3)=[CH:15][CH:16]=2)[CH2:11][C:10]([NH:26]C(=O)OCC2C=CC=CC=2)([CH3:25])[C:9]1=[O:37])[C:2]1[CH:7]=[CH:6][CH:5]=[CH:4][CH:3]=1, predict the reaction product.